From a dataset of Forward reaction prediction with 1.9M reactions from USPTO patents (1976-2016). Predict the product of the given reaction. (1) Given the reactants C([N:8]1[CH2:13][CH2:12][N:11](CC2C=CC=CC=2)[CH2:10][C@@H:9]1[CH2:21][CH2:22][C:23]1[CH:32]=[CH:31][C:30]2[C:25](=[CH:26][CH:27]=[CH:28][CH:29]=2)[CH:24]=1)C1C=CC=CC=1.C([O-])=O.[NH4+], predict the reaction product. The product is: [CH:24]1[C:25]2[C:30](=[CH:29][CH:28]=[CH:27][CH:26]=2)[CH:31]=[CH:32][C:23]=1[CH2:22][CH2:21][C@H:9]1[CH2:10][NH:11][CH2:12][CH2:13][NH:8]1. (2) Given the reactants [I:1][C:2]1[CH:3]=[C:4]2[C:8](=[CH:9][CH:10]=1)[NH:7][C:6](=[O:11])[C:5]2=O.[CH3:13][O:14][C:15]1[CH:24]=[CH:23][C:18]([C:19]([NH:21][NH2:22])=[O:20])=[CH:17][CH:16]=1, predict the reaction product. The product is: [I:1][C:2]1[CH:3]=[C:4]2[C:8](=[CH:9][CH:10]=1)[NH:7][C:6](=[O:11])[C:5]2=[N:22][NH:21][C:19](=[O:20])[C:18]1[CH:23]=[CH:24][C:15]([O:14][CH3:13])=[CH:16][CH:17]=1. (3) Given the reactants [C:1](Cl)(Cl)=[O:2].[O:5]=[C:6]1[NH:10][CH2:9][CH2:8][N:7]1[CH2:11][C:12]#[N:13].N1C=CC=CC=1.[CH3:20][N:21]1[CH:25]=[C:24]([C:26]2[CH:31]=[C:30]([O:32][C:33]3[CH:34]=[CH:35][C:36]([NH2:39])=[N:37][CH:38]=3)[CH:29]=[CH:28][N:27]=2)[CH:23]=[N:22]1, predict the reaction product. The product is: [C:12]([CH2:11][N:7]1[CH2:8][CH2:9][N:10]([C:6]([NH:39][C:36]2[CH:35]=[CH:34][C:33]([O:32][C:30]3[CH:29]=[CH:28][N:27]=[C:26]([C:24]4[CH:23]=[N:22][N:21]([CH3:20])[CH:25]=4)[CH:31]=3)=[CH:38][N:37]=2)=[O:5])[C:1]1=[O:2])#[N:13]. (4) Given the reactants [Cl:1][C:2]1[N:7]=[C:6](Cl)[C:5]([F:9])=[CH:4][N:3]=1.[NH2:10][C:11]1[CH:12]=[CH:13][C:14]2[O:19][CH2:18][C:17]3=[N:20][CH:21]=[CH:22][N:16]3[C:15]=2[CH:23]=1, predict the reaction product. The product is: [Cl:1][C:2]1[N:7]=[C:6]([NH:10][C:11]2[CH:12]=[CH:13][C:14]3[O:19][CH2:18][C:17]4=[N:20][CH:21]=[CH:22][N:16]4[C:15]=3[CH:23]=2)[C:5]([F:9])=[CH:4][N:3]=1. (5) Given the reactants [I-].[C:9]1([I+][C:9]2[CH:14]=[CH:13][CH:12]=[CH:11][CH:10]=2)[CH:14]=[CH:13][CH:12]=[CH:11][CH:10]=1.[OH:15][C:16]1[CH:17]=[N:18][C:19]([CH3:22])=[CH:20][CH:21]=1.CC(C)([O-])C.[K+].O1CCCC1, predict the reaction product. The product is: [CH3:22][C:19]1[CH:20]=[CH:21][C:16]([O:15][C:9]2[CH:10]=[CH:11][CH:12]=[CH:13][CH:14]=2)=[CH:17][N:18]=1. (6) The product is: [Br:1][C:2]1[CH:11]=[C:10]2[C:5]([N:6]=[CH:7][C:8]3[N:9]2[C:14]([C:15]2[CH:20]=[CH:19][C:18]([C:21]([CH3:23])([CH3:22])[C:24]#[N:25])=[CH:17][CH:16]=2)=[N:13][N:12]=3)=[CH:4][CH:3]=1. Given the reactants [Br:1][C:2]1[CH:11]=[C:10]2[C:5]([N:6]=[CH:7][C:8]([NH:12][NH:13][C:14](=O)[C:15]3[CH:20]=[CH:19][C:18]([C:21]([C:24]#[N:25])([CH3:23])[CH3:22])=[CH:17][CH:16]=3)=[N:9]2)=[CH:4][CH:3]=1, predict the reaction product. (7) Given the reactants C(OC([NH:11][CH:12]1[CH2:21][C:20]2[C:15](=[CH:16][CH:17]=[CH:18][CH:19]=2)[C:14](=[CH:22][C:23]([O:25][CH2:26][CH3:27])=[O:24])[CH2:13]1)=O)C1C=CC=CC=1, predict the reaction product. The product is: [NH2:11][CH:12]1[CH2:21][C:20]2[C:15](=[CH:16][CH:17]=[CH:18][CH:19]=2)[CH:14]([CH2:22][C:23]([O:25][CH2:26][CH3:27])=[O:24])[CH2:13]1. (8) Given the reactants [CH:1]1([CH2:16][OH:17])[CH2:15][CH2:14][CH2:13][CH2:12][CH2:11][CH2:10][CH2:9][CH2:8][CH2:7][CH2:6][CH2:5][CH2:4][CH2:3][CH2:2]1.C1C=C[NH+]=CC=1.[O-][Cr](Cl)(=O)=O, predict the reaction product. The product is: [CH:1]1([CH:16]=[O:17])[CH2:15][CH2:14][CH2:13][CH2:12][CH2:11][CH2:10][CH2:9][CH2:8][CH2:7][CH2:6][CH2:5][CH2:4][CH2:3][CH2:2]1. (9) Given the reactants [Br:1][C:2]1[CH:7]=[CH:6][N:5]=[C:4]2[N:8](S(C3C=CC(C)=CC=3)(=O)=O)[C:9]([C:11]3[CH2:12][CH2:13][N:14]([S:17]([CH3:20])(=[O:19])=[O:18])[CH2:15][CH:16]=3)=[CH:10][C:3]=12.CO.O.[OH-].[Na+], predict the reaction product. The product is: [Br:1][C:2]1[CH:7]=[CH:6][N:5]=[C:4]2[NH:8][C:9]([C:11]3[CH2:16][CH2:15][N:14]([S:17]([CH3:20])(=[O:19])=[O:18])[CH2:13][CH:12]=3)=[CH:10][C:3]=12.